This data is from Forward reaction prediction with 1.9M reactions from USPTO patents (1976-2016). The task is: Predict the product of the given reaction. (1) Given the reactants F[C:2]1[CH:7]=[CH:6][C:5]([NH:8][C:9]([NH:11][C:12]2[CH:17]=[CH:16][C:15]([O:18][C:19]3[CH:24]=[CH:23][CH:22]=[CH:21][CH:20]=3)=[CH:14][CH:13]=2)=[O:10])=[CH:4][C:3]=1[N+:25]([O-:27])=[O:26].[CH3:28][O:29][C:30]1[CH:37]=[C:36]([O:38][CH3:39])[CH:35]=[CH:34][C:31]=1[CH2:32][NH2:33], predict the reaction product. The product is: [CH3:28][O:29][C:30]1[CH:37]=[C:36]([O:38][CH3:39])[CH:35]=[CH:34][C:31]=1[CH2:32][NH:33][C:2]1[CH:7]=[CH:6][C:5]([NH:8][C:9]([NH:11][C:12]2[CH:17]=[CH:16][C:15]([O:18][C:19]3[CH:24]=[CH:23][CH:22]=[CH:21][CH:20]=3)=[CH:14][CH:13]=2)=[O:10])=[CH:4][C:3]=1[N+:25]([O-:27])=[O:26]. (2) Given the reactants C[O:2][C:3]1[CH:4]=[C:5]([C:9]2[C:10]([NH2:20])=[N:11][NH:12][C:13]=2[C:14]2[CH:19]=[CH:18][N:17]=[CH:16][CH:15]=2)[CH:6]=[CH:7][CH:8]=1.Cl.N1C=CC=CC=1.[OH-].[NH4+], predict the reaction product. The product is: [NH2:20][C:10]1[C:9]([C:5]2[CH:4]=[C:3]([OH:2])[CH:8]=[CH:7][CH:6]=2)=[C:13]([C:14]2[CH:19]=[CH:18][N:17]=[CH:16][CH:15]=2)[NH:12][N:11]=1. (3) Given the reactants [NH2:1][C:2]1[C:3]2[C:10]([C:11]3[S:15][CH:14]=[C:13]([C:16](O)=[O:17])[CH:12]=3)=[CH:9][N:8]([C@H:19]3[C@@:23]([OH:25])([CH3:24])[CH:22]([OH:26])[CH:21]([CH2:27][OH:28])[O:20]3)[C:4]=2[N:5]=[CH:6][N:7]=1.[CH2:29]([Cl:32])[CH2:30][Cl:31].[CH:33]1[CH:34]=[CH:35][C:36]2[N:41]([OH:42])[N:40]=[N:39][C:37]=2[CH:38]=1.CCN(C(C)C)C(C)C.C(N)C#C, predict the reaction product. The product is: [NH2:1][C:2]1[C:3]2[C:10]([C:11]3[S:15][CH:14]=[C:13]([C:16]([NH:39][CH2:37][C:36]#[CH:35])=[O:17])[CH:12]=3)=[CH:9][N:8]([C@H:19]3[C@@:23]([OH:25])([CH3:24])[CH:22]([OH:26])[CH:21]([CH2:27][OH:28])[O:20]3)[C:4]=2[N:5]=[CH:6][N:7]=1.[CH2:29]([Cl:32])[CH2:30][Cl:31].[CH:33]1[CH:34]=[CH:35][C:36]2[N:41]([OH:42])[N:40]=[N:39][C:37]=2[CH:38]=1. (4) Given the reactants C(O)(C(F)(F)F)=O.[O:8]1[CH2:13][CH2:12][N:11]([C:14]2[CH:43]=[CH:42][C:17]3[NH:18][C:19]([C:21]4[C:29]5[C:24](=[CH:25][CH:26]=[C:27]([NH:30][C:31]([CH:33]6[CH2:35][CH2:34]6)=[O:32])[CH:28]=5)[N:23](C5CCCCO5)[N:22]=4)=[N:20][C:16]=3[CH:15]=2)[CH2:10][CH2:9]1, predict the reaction product. The product is: [O:8]1[CH2:9][CH2:10][N:11]([C:14]2[CH:43]=[CH:42][C:17]3[NH:18][C:19]([C:21]4[C:29]5[C:24](=[CH:25][CH:26]=[C:27]([NH:30][C:31]([CH:33]6[CH2:34][CH2:35]6)=[O:32])[CH:28]=5)[NH:23][N:22]=4)=[N:20][C:16]=3[CH:15]=2)[CH2:12][CH2:13]1. (5) Given the reactants [H-].[Na+].[C:3]([O:7][C:8]([C:10]1[CH:20]=[C:19]([O:21][C:22]2[CH:27]=[CH:26][C:25]([S:28]([CH3:31])(=[O:30])=[O:29])=[CH:24][CH:23]=2)[C:13]2[CH2:14][CH:15]([CH2:17][OH:18])[O:16][C:12]=2[CH:11]=1)=[O:9])([CH3:6])([CH3:5])[CH3:4].[CH3:32]I, predict the reaction product. The product is: [C:3]([O:7][C:8]([C:10]1[CH:20]=[C:19]([O:21][C:22]2[CH:23]=[CH:24][C:25]([S:28]([CH3:31])(=[O:30])=[O:29])=[CH:26][CH:27]=2)[C:13]2[CH2:14][CH:15]([CH2:17][O:18][CH3:32])[O:16][C:12]=2[CH:11]=1)=[O:9])([CH3:5])([CH3:6])[CH3:4]. (6) The product is: [CH2:1]([N:8]([CH2:19][C:20]1[CH:21]=[CH:22][C:23]([C:24]([NH:26][CH2:45][CH2:44][C:43]2[CH:47]=[CH:48][CH:49]=[C:41]([N+:38]([O-:40])=[O:39])[CH:42]=2)=[O:25])=[CH:35][CH:36]=1)[S:9]([C:12]1[CH:13]=[CH:14][C:15]([Cl:18])=[CH:16][CH:17]=1)(=[O:11])=[O:10])[C:2]1[CH:7]=[CH:6][CH:5]=[CH:4][CH:3]=1. Given the reactants [CH2:1]([N:8]([CH2:19][C:20]1[CH:36]=[CH:35][C:23]([C:24]([NH:26]CC2C=CC=C(Cl)C=2)=[O:25])=[CH:22][CH:21]=1)[S:9]([C:12]1[CH:17]=[CH:16][C:15]([Cl:18])=[CH:14][CH:13]=1)(=[O:11])=[O:10])[C:2]1[CH:7]=[CH:6][CH:5]=[CH:4][CH:3]=1.Cl.[N+:38]([C:41]1[CH:42]=[C:43]([CH:47]=[CH:48][CH:49]=1)[CH2:44][CH2:45]N)([O-:40])=[O:39], predict the reaction product. (7) Given the reactants Cl[CH2:2][CH2:3][O:4][C:5]1[CH:10]=[CH:9][CH:8]=[CH:7][C:6]=1[C:11]1([NH:15][C:16]2[C:17](=[O:35])[N:18]([C:22]3[CH:23]=[C:24]([CH:31]=[CH:32][C:33]=3[CH3:34])[C:25]([NH:27][CH:28]3[CH2:30][CH2:29]3)=[O:26])[CH:19]=[CH:20][N:21]=2)[CH2:14][CH2:13][CH2:12]1.[CH2:36]([NH2:38])[CH3:37], predict the reaction product. The product is: [CH:28]1([NH:27][C:25](=[O:26])[C:24]2[CH:31]=[CH:32][C:33]([CH3:34])=[C:22]([N:18]3[CH:19]=[CH:20][N:21]=[C:16]([NH:15][C:11]4([C:6]5[CH:7]=[CH:8][CH:9]=[CH:10][C:5]=5[O:4][CH2:3][CH2:2][NH:38][CH2:36][CH3:37])[CH2:14][CH2:13][CH2:12]4)[C:17]3=[O:35])[CH:23]=2)[CH2:30][CH2:29]1. (8) Given the reactants [C:1]([O:5][C:6]([NH:8][CH2:9][C:10]1[CH:18]=[CH:17][C:13]([C:14]([OH:16])=O)=[CH:12][CH:11]=1)=[O:7])([CH3:4])([CH3:3])[CH3:2].ON1C2C=CC=CC=2N=N1.Cl.C(N=C=NCCCN(C)C)C.[NH2:41][C:42]1[CH:47]=[CH:46][C:45]([NH2:48])=[CH:44][CH:43]=1, predict the reaction product. The product is: [C:1]([O:5][C:6](=[O:7])[NH:8][CH2:9][C:10]1[CH:11]=[CH:12][C:13]([C:14](=[O:16])[NH:41][C:42]2[CH:47]=[CH:46][C:45]([NH2:48])=[CH:44][CH:43]=2)=[CH:17][CH:18]=1)([CH3:2])([CH3:3])[CH3:4]. (9) Given the reactants C([O:8][C:9]1[CH:14]=[C:13]([O:15]CC2C=CC=CC=2)[C:12]([CH:23]([CH3:25])[CH3:24])=[CH:11][C:10]=1[C:26]1[N:27]([C:32]2[CH:37]=[CH:36][C:35]([N:38]3[CH2:43][CH2:42][O:41][CH2:40][CH2:39]3)=[CH:34][CH:33]=2)[C:28]([OH:31])=[N:29][N:30]=1)C1C=CC=CC=1.C(O)(=O)C.CN(C)C=O, predict the reaction product. The product is: [OH:31][C:28]1[N:27]([C:32]2[CH:33]=[CH:34][C:35]([N:38]3[CH2:43][CH2:42][O:41][CH2:40][CH2:39]3)=[CH:36][CH:37]=2)[C:26]([C:10]2[CH:11]=[C:12]([CH:23]([CH3:25])[CH3:24])[C:13]([OH:15])=[CH:14][C:9]=2[OH:8])=[N:30][N:29]=1. (10) Given the reactants CS[C:3]1[N:4]=[C:5]([NH:14][C:15]2[CH:20]=[CH:19][C:18](OC3C=CC=CC=3)=[CH:17][CH:16]=2)[C:6]2[C:12](=[O:13])[NH:11][CH:10]=[CH:9][C:7]=2[N:8]=1.C([N:35]1[CH2:39][CH2:38][C@H:37]([NH2:40])[CH2:36]1)(OC(C)(C)C)=O.[ClH:41].[O:42]1[CH2:47][CH2:46]OCC1, predict the reaction product. The product is: [ClH:41].[O:42]([N:14]([C:15]1[CH:16]=[CH:17][CH:18]=[CH:19][CH:20]=1)[C:5]1[C:6]2[C:12](=[O:13])[NH:11][CH:10]=[CH:9][C:7]=2[N:8]=[C:3]([NH:40][C@H:37]2[CH2:38][CH2:39][NH:35][CH2:36]2)[N:4]=1)[C:47]1[CH:46]=[CH:9][CH:7]=[CH:6][CH:5]=1.